This data is from Catalyst prediction with 721,799 reactions and 888 catalyst types from USPTO. The task is: Predict which catalyst facilitates the given reaction. (1) Product: [Br:1][C:2]1[CH:3]=[CH:4][C:5]([C:8]([C:10]2[CH:15]=[CH:14][CH:13]=[C:12]([N+:16]([O-:18])=[O:17])[CH:11]=2)=[O:9])=[CH:6][C:7]=1[N+:24]([O-:26])=[O:25]. Reactant: [Br:1][C:2]1[CH:7]=[CH:6][C:5]([C:8]([C:10]2[CH:15]=[CH:14][CH:13]=[C:12]([N+:16]([O-:18])=[O:17])[CH:11]=2)=[O:9])=[CH:4][CH:3]=1.OS(O)(=O)=O.[N+:24]([O-])([OH:26])=[O:25]. The catalyst class is: 68. (2) Reactant: [Br:1][C:2]1[CH:14]=[CH:13][CH:12]=[CH:11][C:3]=1[O:4][CH2:5][C@H:6]1[CH2:10][CH2:9][CH2:8][NH:7]1.[C:15](=O)([O-])[O-].[K+].[K+].CI. Product: [Br:1][C:2]1[CH:14]=[CH:13][CH:12]=[CH:11][C:3]=1[O:4][CH2:5][C@H:6]1[CH2:10][CH2:9][CH2:8][N:7]1[CH3:15]. The catalyst class is: 9. (3) Reactant: Br[C:2]1[N:3]([CH2:9][O:10][CH2:11][CH2:12][Si:13]([CH3:16])([CH3:15])[CH3:14])[C:4]([Cl:8])=[C:5]([Cl:7])[N:6]=1.[Li]CCCC.[F:22][C:23]1[CH:30]=[CH:29][C:28]([CH2:31][CH:32]=[O:33])=[CH:27][C:24]=1[C:25]#[N:26]. Product: [Cl:7][C:5]1[N:6]=[C:2]([CH:32]([OH:33])[CH2:31][C:28]2[CH:29]=[CH:30][C:23]([F:22])=[C:24]([CH:27]=2)[C:25]#[N:26])[N:3]([CH2:9][O:10][CH2:11][CH2:12][Si:13]([CH3:16])([CH3:15])[CH3:14])[C:4]=1[Cl:8]. The catalyst class is: 1. (4) Reactant: [Na].[O-:2][P:3]1([O:20][P:18]([O-:21])(=[O:19])[O:17]P([O-])(=O)OP([O-])(=O)OP([O-])(=O)[O:8][P:6]([O-:25])(=[O:7])[O:5]1)=[O:4].[Na+:26].[Na+].[Na+].[Na+].[Na+].[Na+].[O-]P(=O)=O.[Na+].[O-:37][P:38]([O:41]P([O:37][P:38]([O-:41])([O-:39])=[O:40])([O-])=O)(=[O:40])[O-:39].[Na+].[Na+].[Na+].[Na+].[Na+]. Product: [O-:21][P:18]([O:20][P:3]([O:5][P:6]([O-:25])([O-:8])=[O:7])([O-:4])=[O:2])(=[O:17])[O-:19].[Na+:26].[Na+:26].[Na+:26].[Na+:26].[Na+:26].[P:38](=[O:37])([OH:41])([OH:40])[OH:39]. The catalyst class is: 6. (5) The catalyst class is: 6. Reactant: [CH3:1][NH:2][C:3]1[CH:8]=[CH:7][C:6]([C:9]2[S:10][C:11]3[CH:17]=[C:16]([O:18]C)[CH:15]=[CH:14][C:12]=3[N:13]=2)=[CH:5][N:4]=1.Br(O)(=O)=O.C(=O)(O)[O-].[Na+]. Product: [CH3:1][NH:2][C:3]1[CH:8]=[CH:7][C:6]([C:9]2[S:10][C:11]3[CH:17]=[C:16]([OH:18])[CH:15]=[CH:14][C:12]=3[N:13]=2)=[CH:5][N:4]=1.